Dataset: Full USPTO retrosynthesis dataset with 1.9M reactions from patents (1976-2016). Task: Predict the reactants needed to synthesize the given product. (1) The reactants are: Cl.[NH2:2][CH2:3][C:4]1[C:9](C(OCC)=O)=[CH:8][CH:7]=[CH:6][N:5]=1.[C:15]([O-])(O)=O.[Na+]. Given the product [CH:3]1[N:2]=[CH:15][N:5]2[CH:6]=[CH:7][CH:8]=[CH:9][C:4]=12, predict the reactants needed to synthesize it. (2) Given the product [NH2:7][CH2:8][CH2:9][CH2:10][NH:11][C:12]1[C:21]2[CH2:20][CH2:19][CH2:18][C:17]3[CH:22]=[C:23]([N:26]4[CH2:30][C@H:29]([CH2:31][NH:32][C:33](=[O:35])[CH3:34])[O:28][C:27]4=[O:36])[CH:24]=[CH:25][C:16]=3[C:15]=2[NH:14][N:13]=1, predict the reactants needed to synthesize it. The reactants are: C(OC(=O)[NH:7][CH2:8][CH2:9][CH2:10][NH:11][C:12]1[C:21]2[CH2:20][CH2:19][CH2:18][C:17]3[CH:22]=[C:23]([N:26]4[CH2:30][C@H:29]([CH2:31][NH:32][C:33](=[O:35])[CH3:34])[O:28][C:27]4=[O:36])[CH:24]=[CH:25][C:16]=3[C:15]=2[NH:14][N:13]=1)(C)(C)C.C(Cl)(=O)C. (3) Given the product [NH2:21][CH2:13][C@H:12]([C@@H:15]1[CH:19]=[CH:18][CH2:17][O:16]1)[OH:11], predict the reactants needed to synthesize it. The reactants are: CC1C=CC(S([O:11][C@H:12]([C@@H:15]2[CH:19]=[CH:18][CH2:17][O:16]2)[CH2:13]O)(=O)=O)=CC=1.[OH-].[NH4+:21]. (4) The reactants are: S(S([O-])=O)([O-])(=O)=O.[Na+].[Na+].[NH2:10][C:11]1[CH:12]=[C:13]([CH:17]=[CH:18][C:19]=1[NH2:20])[C:14](O)=O.[NH:21]1[C:29]2[C:24](=[CH:25][CH:26]=[CH:27][CH:28]=2)[C:23]([CH:30]=O)=[N:22]1.[CH3:32]N(C)C=O. Given the product [CH3:32][C:17]1[C:13]([CH3:14])=[CH:12][C:11]2[NH:10][C:30]([C:23]3[C:24]4[C:29](=[CH:28][CH:27]=[CH:26][CH:25]=4)[NH:21][N:22]=3)=[N:20][C:19]=2[CH:18]=1, predict the reactants needed to synthesize it. (5) Given the product [Cl:1][C:2]1[CH:3]=[C:4]([C:14]([CH:16]2[CH:18]([CH3:19])[CH:17]2[C:20]([O:22][CH3:23])=[O:21])=[O:15])[CH:5]=[CH:6][C:7]=1[Cl:8], predict the reactants needed to synthesize it. The reactants are: [Cl:1][C:2]1[CH:3]=[C:4]([Mg]Br)[CH:5]=[CH:6][C:7]=1[Cl:8].CON(C)[C:14]([CH:16]1[CH:18]([CH3:19])[CH:17]1[C:20]([O:22][CH3:23])=[O:21])=[O:15]. (6) Given the product [CH2:19]([C:21]1[C:22]([CH:23]=[O:24])=[CH:25][CH:26]=[CH:27][C:28]=1[C:2]1[N:6]=[C:5]([C:7]2[CH:8]=[CH:9][C:10]([O:15][CH:16]([CH3:18])[CH3:17])=[C:11]([CH:14]=2)[C:12]#[N:13])[S:4][N:3]=1)[CH3:20], predict the reactants needed to synthesize it. The reactants are: Br[C:2]1[N:6]=[C:5]([C:7]2[CH:8]=[CH:9][C:10]([O:15][CH:16]([CH3:18])[CH3:17])=[C:11]([CH:14]=2)[C:12]#[N:13])[S:4][N:3]=1.[CH2:19]([C:21]1[C:28](B2OC(C)(C)C(C)(C)O2)=[CH:27][CH:26]=[CH:25][C:22]=1[CH:23]=[O:24])[CH3:20].P([O-])([O-])([O-])=O.[K+].[K+].[K+]. (7) Given the product [ClH:25].[ClH:25].[CH3:1][O:2][C@@H:3]([CH3:24])[CH2:4][N:5]1[CH2:9][C@@H:8]([C:10]2[CH:15]=[CH:14][CH:13]=[CH:12][CH:11]=2)[C@H:7]([NH2:16])[CH2:6]1, predict the reactants needed to synthesize it. The reactants are: [CH3:1][O:2][C@@H:3]([CH3:24])[CH2:4][N:5]1[CH2:9][C@@H:8]([C:10]2[CH:15]=[CH:14][CH:13]=[CH:12][CH:11]=2)[C@H:7]([NH:16]C(=O)OC(C)(C)C)[CH2:6]1.[ClH:25].O1CCOCC1.